From a dataset of Peptide-MHC class II binding affinity with 134,281 pairs from IEDB. Regression. Given a peptide amino acid sequence and an MHC pseudo amino acid sequence, predict their binding affinity value. This is MHC class II binding data. (1) The peptide sequence is QIYFESYVRPFVATT. The MHC is DRB1_0404 with pseudo-sequence DRB1_0404. The binding affinity (normalized) is 0.295. (2) The peptide sequence is IKTLKFDALSGSQEV. The MHC is DRB1_0901 with pseudo-sequence DRB1_0901. The binding affinity (normalized) is 0.526. (3) The peptide sequence is YRKILRQRKIDRLID. The MHC is DRB1_0701 with pseudo-sequence DRB1_0701. The binding affinity (normalized) is 0.322. (4) The peptide sequence is AAFQGAHARFVAAAA. The MHC is HLA-DQA10401-DQB10402 with pseudo-sequence HLA-DQA10401-DQB10402. The binding affinity (normalized) is 0.180.